Dataset: Full USPTO retrosynthesis dataset with 1.9M reactions from patents (1976-2016). Task: Predict the reactants needed to synthesize the given product. (1) Given the product [NH2:8][C:9]1[C:17]2[O:16][C:15]([CH3:18])([CH3:19])[C:14](=[O:20])[C:13]=2[C:12]([CH3:21])=[C:11]([CH3:22])[C:10]=1[CH3:23], predict the reactants needed to synthesize it. The reactants are: C([NH:8][C:9]1[C:17]2[O:16][C:15]([CH3:19])([CH3:18])[C:14](=[O:20])[C:13]=2[C:12]([CH3:21])=[C:11]([CH3:22])[C:10]=1[CH3:23])C1C=CC=CC=1. (2) Given the product [C:1]([O:5][C:6](=[O:34])[NH:7][C:8]1([C:12]2[CH:13]=[CH:14][C:15]([C:18]3[C:19]([C:28]4[CH:29]=[CH:30][CH:31]=[CH:32][CH:33]=4)=[CH:20][C:21]4[N:26]([CH3:37])[CH2:25][CH2:24][O:23][C:22]=4[N:27]=3)=[CH:16][CH:17]=2)[CH2:11][CH2:10][CH2:9]1)([CH3:4])([CH3:2])[CH3:3], predict the reactants needed to synthesize it. The reactants are: [C:1]([O:5][C:6](=[O:34])[NH:7][C:8]1([C:12]2[CH:17]=[CH:16][C:15]([C:18]3[C:19]([C:28]4[CH:33]=[CH:32][CH:31]=[CH:30][CH:29]=4)=[CH:20][C:21]4[NH:26][CH2:25][CH2:24][O:23][C:22]=4[N:27]=3)=[CH:14][CH:13]=2)[CH2:11][CH2:10][CH2:9]1)([CH3:4])([CH3:3])[CH3:2].[H-].[Na+].[CH3:37]I.[NH4+].[Cl-].